The task is: Predict the product of the given reaction.. This data is from Forward reaction prediction with 1.9M reactions from USPTO patents (1976-2016). Given the reactants [F:1][C:2]1[CH:17]=[C:16]([F:18])[CH:15]=[CH:14][C:3]=1[NH:4][C:5]1[CH:10]=[CH:9][CH:8]=[CH:7][C:6]=1[N+:11]([O-])=O, predict the reaction product. The product is: [F:1][C:2]1[CH:17]=[C:16]([F:18])[CH:15]=[CH:14][C:3]=1[NH:4][C:5]1[C:6]([NH2:11])=[CH:7][CH:8]=[CH:9][CH:10]=1.